Dataset: Full USPTO retrosynthesis dataset with 1.9M reactions from patents (1976-2016). Task: Predict the reactants needed to synthesize the given product. Given the product [F:1][C:2]1[CH:3]=[C:4]2[C:9](=[CH:10][CH:11]=1)[N:8]=[C:7]([C:12]1[CH:13]=[CH:14][C:15]([F:18])=[CH:16][CH:17]=1)[N:6]=[C:5]2[C:19]([N:28]1[CH2:27][CH2:26][C:25]2[C:30](=[CH:31][CH:32]=[CH:33][C:24]=2[OH:23])[CH2:29]1)=[O:20], predict the reactants needed to synthesize it. The reactants are: [F:1][C:2]1[CH:3]=[C:4]2[C:9](=[CH:10][CH:11]=1)[N:8]=[C:7]([C:12]1[CH:17]=[CH:16][C:15]([F:18])=[CH:14][CH:13]=1)[N:6]=[C:5]2[C:19](O)=[O:20].Cl.[OH:23][C:24]1[CH:33]=[CH:32][CH:31]=[C:30]2[C:25]=1[CH2:26][CH2:27][NH:28][CH2:29]2.